Dataset: Reaction yield outcomes from USPTO patents with 853,638 reactions. Task: Predict the reaction yield, written as a fraction of the theoretical maximum amount of product (1.0 means a 100% yield; for example, 0.34 means a 34% yield). (1) The reactants are [Br:1][CH2:2][O:3][CH3:4].[CH2:5]([P:7]([CH2:10][CH3:11])[CH2:8][CH3:9])[CH3:6].CCCCCC. The catalyst is C1(C)C=CC=CC=1. The product is [Br-:1].[CH2:5]([P+:7]([CH2:10][CH3:11])([CH2:8][CH3:9])[CH2:2][O:3][CH3:4])[CH3:6]. The yield is 0.780. (2) The reactants are [CH3:1][C:2]1[N:3]([C:7]2[CH:12]=[CH:11][C:10]([NH:13][C:14]3[N:15]=[C:16](OS(C(F)(F)F)(=O)=O)[C:17]4[CH2:23][N:22]([C:24]([O:26][C:27]([CH3:30])([CH3:29])[CH3:28])=[O:25])[CH2:21][CH2:20][C:18]=4[N:19]=3)=[CH:9][CH:8]=2)[CH:4]=[CH:5][N:6]=1.[O:39]1[CH2:43][CH2:42][CH2:41][C@@H:40]1[CH2:44][NH2:45]. The catalyst is CN(C=O)C. The product is [CH3:1][C:2]1[N:3]([C:7]2[CH:8]=[CH:9][C:10]([NH:13][C:14]3[N:15]=[C:16]([NH:45][CH2:44][C@H:40]4[CH2:41][CH2:42][CH2:43][O:39]4)[C:17]4[CH2:23][N:22]([C:24]([O:26][C:27]([CH3:28])([CH3:30])[CH3:29])=[O:25])[CH2:21][CH2:20][C:18]=4[N:19]=3)=[CH:11][CH:12]=2)[CH:4]=[CH:5][N:6]=1. The yield is 0.330. (3) The reactants are [NH2:1][C:2]1[CH:10]=[C:9]2[C:5]([CH2:6][O:7][C:8]2=[C:11]2[C:19]3[C:14](=[CH:15][CH:16]=[CH:17][CH:18]=3)[NH:13][C:12]2=[O:20])=[CH:4][CH:3]=1.C(N(CC)CC)C.[C:28](O[C:28]([O:30][C:31]([CH3:34])([CH3:33])[CH3:32])=[O:29])([O:30][C:31]([CH3:34])([CH3:33])[CH3:32])=[O:29].C1COCC1. The catalyst is CO. The product is [C:31]([O:30][C:28](=[O:29])[NH:1][C:2]1[CH:10]=[C:9]2[C:5](=[CH:4][CH:3]=1)[CH2:6][O:7][C:8]2=[C:11]1[C:19]2[C:14](=[CH:15][CH:16]=[CH:17][CH:18]=2)[NH:13][C:12]1=[O:20])([CH3:34])([CH3:33])[CH3:32]. The yield is 0.360. (4) The catalyst is C(Cl)Cl. The reactants are [C:1]([C:5]1[CH:10]=[CH:9][C:8]([C:11]2[C:12]3[NH:16][C:15]([C:17]([C:53]4[C:58]([CH3:59])=[CH:57][C:56]([CH3:60])=[CH:55][C:54]=4[CH3:61])=[C:18]4[N:52]=[C:21]([C:22]([C:42]5[CH:47]=[CH:46][C:45]([C:48]([CH3:51])([CH3:50])[CH3:49])=[CH:44][CH:43]=5)=[C:23]5[NH:41][C:26](=[C:27]([CH:33]6OCC(C)(C)C[O:34]6)[C:28]6[CH:29]=[CH:30][C:31]=2[N:32]=6)[CH:25]=[CH:24]5)[CH:20]=[CH:19]4)=[CH:14][CH:13]=3)=[CH:7][CH:6]=1)([CH3:4])([CH3:3])[CH3:2].C(O)(C(F)(F)F)=O.O. The yield is 0.920. The product is [C:1]([C:5]1[CH:6]=[CH:7][C:8]([C:11]2[C:12]3[NH:16][C:15]([C:17]([C:53]4[C:54]([CH3:61])=[CH:55][C:56]([CH3:60])=[CH:57][C:58]=4[CH3:59])=[C:18]4[N:52]=[C:21]([C:22]([C:42]5[CH:47]=[CH:46][C:45]([C:48]([CH3:51])([CH3:50])[CH3:49])=[CH:44][CH:43]=5)=[C:23]5[NH:41][C:26](=[C:27]([CH:33]=[O:34])[C:28]6[CH:29]=[CH:30][C:31]=2[N:32]=6)[CH:25]=[CH:24]5)[CH:20]=[CH:19]4)=[CH:14][CH:13]=3)=[CH:9][CH:10]=1)([CH3:4])([CH3:2])[CH3:3]. (5) The reactants are [CH:1]1([CH2:4][NH:5][C:6]2[C:11]([NH2:12])=[CH:10][CH:9]=[CH:8][N:7]=2)[CH2:3][CH2:2]1.[Cl:13][C:14]1[CH:19]=[CH:18][C:17]([C:20](=O)[C:21](O)=[O:22])=[CH:16][CH:15]=1. The catalyst is C=O. The product is [Cl:13][C:14]1[CH:19]=[CH:18][C:17]([C:20]2[C:21](=[O:22])[N:5]([CH2:4][CH:1]3[CH2:2][CH2:3]3)[C:6]3[N:7]=[CH:8][CH:9]=[CH:10][C:11]=3[N:12]=2)=[CH:16][CH:15]=1. The yield is 0.365. (6) The reactants are [Br:1][C:2]1[CH:7]=[N:6][CH:5]=[C:4]2[NH:8][CH:9]=[CH:10][C:3]=12.[C:11](O[C:11]([O:13][C:14]([CH3:17])([CH3:16])[CH3:15])=[O:12])([O:13][C:14]([CH3:17])([CH3:16])[CH3:15])=[O:12].C(N(CC)CC)C. The catalyst is CN(C1C=CN=CC=1)C.C(#N)C. The product is [C:14]([O:13][C:11]([N:8]1[C:4]2=[CH:5][N:6]=[CH:7][C:2]([Br:1])=[C:3]2[CH:10]=[CH:9]1)=[O:12])([CH3:17])([CH3:16])[CH3:15]. The yield is 0.840. (7) The reactants are [NH2:1][C:2]1[C:3]([F:23])=[CH:4][C:5]([CH3:22])=[C:6]([C:8]2[C:9](=[O:21])[N:10]([CH2:19][CH3:20])[C:11]3[C:16]([CH:17]=2)=[CH:15][N:14]=[C:13]([Cl:18])[CH:12]=3)[CH:7]=1.C([O-])(O)=O.[Na+].Cl[C:30]([O:32][C:33]([CH3:35])=[CH2:34])=[O:31]. The catalyst is CCOC(C)=O. The product is [Cl:18][C:13]1[CH:12]=[C:11]2[C:16]([CH:17]=[C:8]([C:6]3[C:5]([CH3:22])=[CH:4][C:3]([F:23])=[C:2]([NH:1][C:30](=[O:31])[O:32][C:33]([CH3:35])=[CH2:34])[CH:7]=3)[C:9](=[O:21])[N:10]2[CH2:19][CH3:20])=[CH:15][N:14]=1. The yield is 1.00.